From a dataset of Full USPTO retrosynthesis dataset with 1.9M reactions from patents (1976-2016). Predict the reactants needed to synthesize the given product. (1) Given the product [NH:1]([CH:20]=[O:21])[C@H:2]([C:17]([OH:19])=[O:18])[CH2:3][CH2:4][CH2:5][NH:6][C:7]([O:9][CH2:10][C:11]1[CH:16]=[CH:15][CH:14]=[CH:13][CH:12]=1)=[O:8], predict the reactants needed to synthesize it. The reactants are: [NH2:1][C@H:2]([C:17]([OH:19])=[O:18])[CH2:3][CH2:4][CH2:5][NH:6][C:7]([O:9][CH2:10][C:11]1[CH:16]=[CH:15][CH:14]=[CH:13][CH:12]=1)=[O:8].[CH:20](O)=[O:21].C(OC(=O)C)(=O)C. (2) The reactants are: [F:8][C:7]([F:10])([F:9])[C:6](O[C:6](=[O:11])[C:7]([F:10])([F:9])[F:8])=[O:11].C(N(CC)CC)C.[F:21][C:22]1([F:49])[CH2:27][CH2:26][CH:25]([NH:28][C:29]2[CH:41]=[C:40]([N:42]3[CH2:47][CH2:46][N:45]([CH3:48])[CH2:44][CH2:43]3)[CH:39]=[CH:38][C:30]=2[C:31]([O:33][C:34]([CH3:37])([CH3:36])[CH3:35])=[O:32])[CH2:24][CH2:23]1. Given the product [F:49][C:22]1([F:21])[CH2:27][CH2:26][CH:25]([N:28]([C:29]2[CH:41]=[C:40]([N:42]3[CH2:43][CH2:44][N:45]([CH3:48])[CH2:46][CH2:47]3)[CH:39]=[CH:38][C:30]=2[C:31]([O:33][C:34]([CH3:37])([CH3:36])[CH3:35])=[O:32])[C:6](=[O:11])[C:7]([F:8])([F:9])[F:10])[CH2:24][CH2:23]1, predict the reactants needed to synthesize it. (3) Given the product [CH2:31]([O:30][C:17]1[CH:16]=[C:15]([CH:20]=[C:19]([C:21]#[C:22][CH2:23][N:24]2[CH2:25][CH2:26][O:27][CH2:28][CH2:29]2)[CH:18]=1)[CH2:14][S:13][C:10]1[CH:11]=[CH:12][C:7]([O:6][CH2:5][C:4]([OH:36])=[O:3])=[C:8]([CH3:35])[CH:9]=1)[CH:32]([CH3:34])[CH3:33], predict the reactants needed to synthesize it. The reactants are: C([O:3][C:4](=[O:36])[CH2:5][O:6][C:7]1[CH:12]=[CH:11][C:10]([S:13][CH2:14][C:15]2[CH:20]=[C:19]([C:21]#[C:22][CH2:23][N:24]3[CH2:29][CH2:28][O:27][CH2:26][CH2:25]3)[CH:18]=[C:17]([O:30][CH2:31][CH:32]([CH3:34])[CH3:33])[CH:16]=2)=[CH:9][C:8]=1[CH3:35])C.[OH-].[Na+].Cl. (4) Given the product [C:14]([NH:13][C:11]1[S:12][C:8]2[CH:7]=[C:6]([O:5][C:4]3[CH:3]=[C:2]([NH:1][C:30](=[O:31])[C:29]4[CH:33]=[CH:34][CH:35]=[C:27]([O:26][C:24]([C:22]#[N:23])([CH3:25])[CH3:36])[CH:28]=4)[CH:21]=[CH:20][CH:19]=3)[CH:18]=[CH:17][C:9]=2[N:10]=1)(=[O:16])[CH3:15], predict the reactants needed to synthesize it. The reactants are: [NH2:1][C:2]1[CH:3]=[C:4]([CH:19]=[CH:20][CH:21]=1)[O:5][C:6]1[CH:18]=[CH:17][C:9]2[N:10]=[C:11]([NH:13][C:14](=[O:16])[CH3:15])[S:12][C:8]=2[CH:7]=1.[C:22]([C:24]([CH3:36])([O:26][C:27]1[CH:28]=[C:29]([CH:33]=[CH:34][CH:35]=1)[C:30](O)=[O:31])[CH3:25])#[N:23].F[P-](F)(F)(F)(F)F.N1(OC(N(C)C)=[N+](C)C)C2N=CC=CC=2N=N1.O. (5) The reactants are: [C:1]([CH2:3]/[C:4](=[CH:10]\[C:11]1[CH:12]=[C:13]([C:20]2[CH:25]=[CH:24][C:23]([NH:26][C:27]([O:29][CH2:30][CH3:31])=[O:28])=[CH:22][CH:21]=2)[CH:14]=[CH:15][C:16]=1[N+:17]([O-])=O)/[C:5]([O:7][CH2:8][CH3:9])=[O:6])#[N:2].C(N(CC(O)=O)CC(O)=O)CN(CC(O)=O)CC(O)=O.NC1C=CC(C2C=CC(NC(OCC)=O)=CC=2)=CC=1/C=C(\CC#N)/C(OCC)=O. Given the product [NH2:2][C:1]1[CH2:3][C:4]([C:5]([O:7][CH2:8][CH3:9])=[O:6])=[CH:10][C:11]2[CH:12]=[C:13]([C:20]3[CH:25]=[CH:24][C:23]([NH:26][C:27]([O:29][CH2:30][CH3:31])=[O:28])=[CH:22][CH:21]=3)[CH:14]=[CH:15][C:16]=2[N:17]=1, predict the reactants needed to synthesize it. (6) Given the product [CH3:1][C:2]1[N:3]([CH2:11][C:12]([O:14][CH2:15][CH3:16])=[O:13])[C:4]2[CH2:5][CH2:6][CH2:7][CH2:8][C:9]=2[C:10]=1[C:35](=[O:36])[C:34]1[CH:38]=[CH:39][C:31]([S:28]([N:23]2[CH2:27][CH2:26][CH2:25][CH2:24]2)(=[O:30])=[O:29])=[CH:32][CH:33]=1, predict the reactants needed to synthesize it. The reactants are: [CH3:1][C:2]1[N:3]([CH2:11][C:12]([O:14][CH2:15][CH3:16])=[O:13])[C:4]2[CH2:5][CH2:6][CH2:7][CH2:8][C:9]=2[CH:10]=1.[Cl-].C([Al+]CC)C.[N:23]1([S:28]([C:31]2[CH:39]=[CH:38][C:34]([C:35](Cl)=[O:36])=[CH:33][CH:32]=2)(=[O:30])=[O:29])[CH2:27][CH2:26][CH2:25][CH2:24]1.Cl. (7) Given the product [CH3:1][O:2][C:3]1[CH:4]=[CH:5][C:6]([CH2:9][N:10]2[CH:14]=[C:13]([C:15]3[CH:20]=[CH:19][N:18]=[C:17]4[NH:21][CH:22]=[CH:23][C:16]=34)[C:12]([C:24]3[CH:30]=[CH:29][C:27]([NH:28][C:38]([NH:37][C:31]4[CH:36]=[CH:35][CH:34]=[CH:33][CH:32]=4)=[O:39])=[CH:26][CH:25]=3)=[N:11]2)=[CH:7][CH:8]=1, predict the reactants needed to synthesize it. The reactants are: [CH3:1][O:2][C:3]1[CH:8]=[CH:7][C:6]([CH2:9][N:10]2[CH:14]=[C:13]([C:15]3[CH:20]=[CH:19][N:18]=[C:17]4[NH:21][CH:22]=[CH:23][C:16]=34)[C:12]([C:24]3[CH:30]=[CH:29][C:27]([NH2:28])=[CH:26][CH:25]=3)=[N:11]2)=[CH:5][CH:4]=1.[C:31]1([N:37]=[C:38]=[O:39])[CH:36]=[CH:35][CH:34]=[CH:33][CH:32]=1. (8) Given the product [F:46][C:47]1[CH:48]=[C:49]([CH:92]=[CH:93][CH:94]=1)[CH2:50][N:51]1[C:55]([CH3:56])=[C:54]([C:57]2[C:65]3[C:60](=[N:61][CH:62]=[C:63]([C:66]4[CH:67]=[CH:68][C:69]([N:72]5[CH2:77][CH2:76][N:75]([CH2:78][C@@H:79]([OH:81])[CH3:80])[CH2:74][CH2:73]5)=[N:70][CH:71]=4)[CH:64]=3)[NH:59][CH:58]=2)[CH:53]=[N:52]1, predict the reactants needed to synthesize it. The reactants are: Cl.FC1C=C(C=CC=1)CN1C=C(C2C3C(=NC=C(C4C=CC(C5CCNCC5)=CC=4)C=3)N(S(C3C=CC(C)=CC=3)(=O)=O)C=2)C=N1.[F:46][C:47]1[CH:48]=[C:49]([CH:92]=[CH:93][CH:94]=1)[CH2:50][N:51]1[C:55]([CH3:56])=[C:54]([C:57]2[C:65]3[C:60](=[N:61][CH:62]=[C:63]([C:66]4[CH:67]=[CH:68][C:69]([N:72]5[CH2:77][CH2:76][N:75]([CH2:78][C@@H:79]([OH:81])[CH3:80])[CH2:74][CH2:73]5)=[N:70][CH:71]=4)[CH:64]=3)[N:59](S(C3C=CC(C)=CC=3)(=O)=O)[CH:58]=2)[CH:53]=[N:52]1.[OH-].[Li+]. (9) Given the product [Cl:1][C:2]1[CH:7]=[C:6]([O:8][C:9]2[C:10]([CH:26]3[CH2:27][CH2:28]3)=[N:11][C:12]([N:17]3[CH2:22][CH2:21][N:20]([C:30](=[O:29])[CH2:31][CH2:32][OH:33])[C@H:19]([CH:23]4[CH2:25][CH2:24]4)[CH2:18]3)=[C:13]([CH:16]=2)[C:14]#[N:15])[CH:5]=[CH:4][N:3]=1, predict the reactants needed to synthesize it. The reactants are: [Cl:1][C:2]1[CH:7]=[C:6]([O:8][C:9]2[C:10]([CH:26]3[CH2:28][CH2:27]3)=[N:11][C:12]([N:17]3[CH2:22][CH2:21][NH:20][C@H:19]([CH:23]4[CH2:25][CH2:24]4)[CH2:18]3)=[C:13]([CH:16]=2)[C:14]#[N:15])[CH:5]=[CH:4][N:3]=1.[OH:29][CH2:30][CH2:31][C:32]([O-])=[O:33].[Na+].CN(C(ON1N=NC2C=CC=NC1=2)=[N+](C)C)C.F[P-](F)(F)(F)(F)F.CCN(C(C)C)C(C)C. (10) Given the product [C:11]([C:15]1[N:20]=[C:19]([CH:3]([C:5]2[CH:10]=[CH:9][CH:8]=[CH:7][CH:6]=2)[CH3:4])[C:18]([C:22]#[N:23])=[CH:17][CH:16]=1)([CH3:14])([CH3:13])[CH3:12], predict the reactants needed to synthesize it. The reactants are: Br[Zn][CH:3]([C:5]1[CH:10]=[CH:9][CH:8]=[CH:7][CH:6]=1)[CH3:4].[C:11]([C:15]1[N:20]=[C:19](Cl)[C:18]([C:22]#[N:23])=[CH:17][CH:16]=1)([CH3:14])([CH3:13])[CH3:12].